This data is from Catalyst prediction with 721,799 reactions and 888 catalyst types from USPTO. The task is: Predict which catalyst facilitates the given reaction. Reactant: [CH3:1][O:2][C:3](=[O:12])[CH:4](Cl)[C:5](=O)[CH2:6][CH2:7][CH2:8][CH3:9].[F:13][C:14]([F:25])([F:24])[C:15]1[CH:23]=[CH:22][C:18]([C:19]([NH2:21])=[S:20])=[CH:17][CH:16]=1. Product: [CH3:1][O:2][C:3]([C:4]1[S:20][C:19]([C:18]2[CH:17]=[CH:16][C:15]([C:14]([F:24])([F:13])[F:25])=[CH:23][CH:22]=2)=[N:21][C:5]=1[CH2:6][CH2:7][CH2:8][CH3:9])=[O:12]. The catalyst class is: 8.